This data is from Full USPTO retrosynthesis dataset with 1.9M reactions from patents (1976-2016). The task is: Predict the reactants needed to synthesize the given product. (1) Given the product [CH3:1][N:2]1[C:10]([CH3:11])=[C:9]2[C:4]([CH:5]=[CH:6][C:7]([N:12]3[CH:17]=[CH:16][C:15]([O:18][CH2:27][C:25]4[N:26]=[C:22]([C:21]([F:30])([F:29])[F:20])[S:23][CH:24]=4)=[CH:14][C:13]3=[O:19])=[CH:8]2)=[N:3]1, predict the reactants needed to synthesize it. The reactants are: [CH3:1][N:2]1[C:10]([CH3:11])=[C:9]2[C:4]([CH:5]=[CH:6][C:7]([N:12]3[CH:17]=[CH:16][C:15]([OH:18])=[CH:14][C:13]3=[O:19])=[CH:8]2)=[N:3]1.[F:20][C:21]([F:30])([F:29])[C:22]1[S:23][CH:24]=[C:25]([CH2:27]O)[N:26]=1.C1(P(C2C=CC=CC=2)C2C=CC=CC=2)C=CC=CC=1. (2) Given the product [Cl:1][C:2]1[CH:7]=[CH:6][C:22]([C:21]([OH:24])=[O:23])=[CH:4][CH:3]=1.[Cl:1][C:2]1[CH:7]=[CH:6][C:5]([CH3:8])=[CH:4][CH:3]=1, predict the reactants needed to synthesize it. The reactants are: [Cl:1][C:2]1[CH:7]=[CH:6][C:5]([CH3:8])=[CH:4][CH:3]=1.ON1C(=O)N(O)C(=O)N(O)C1=O.[C:21]([OH:24])(=[O:23])[CH3:22].O=O. (3) Given the product [F:10][C:2]([F:1])([F:11])[C:3]1([C:7]([N:12]2[CH2:17][CH2:16][CH:15]([C:18]([O:20][CH2:21][CH3:22])=[O:19])[CH2:14][CH2:13]2)=[O:9])[CH2:4][CH2:5][CH2:6]1, predict the reactants needed to synthesize it. The reactants are: [F:1][C:2]([F:11])([F:10])[C:3]1([C:7]([OH:9])=O)[CH2:6][CH2:5][CH2:4]1.[NH:12]1[CH2:17][CH2:16][CH:15]([C:18]([O:20][CH2:21][CH3:22])=[O:19])[CH2:14][CH2:13]1.C(Cl)CCl.C1C=CC2N(O)N=NC=2C=1.CCN(C(C)C)C(C)C.[NH4+].[Cl-]. (4) The reactants are: [Br:1][CH2:2][CH2:3][CH2:4][CH2:5][CH2:6][CH2:7][CH2:8][CH2:9][CH2:10]Br.[N:12]1[CH:17]=[CH:16][CH:15]=[CH:14][CH:13]=1. Given the product [Br-:1].[Br-:1].[CH2:2]([N+:12]1[CH:17]=[CH:16][CH:15]=[CH:14][CH:13]=1)[CH2:3][CH2:4][CH2:5][CH2:6][CH2:7][CH2:8][CH2:9][CH2:10][N+:12]1[CH:17]=[CH:16][CH:15]=[CH:14][CH:13]=1, predict the reactants needed to synthesize it. (5) Given the product [OH:19][C:2]1[CH:17]=[CH:16][C:5]2[CH2:6][CH2:7][N:8]([C:11]([O:13][CH2:14][CH3:15])=[O:12])[CH2:9][CH2:10][C:4]=2[CH:3]=1, predict the reactants needed to synthesize it. The reactants are: N[C:2]1[CH:17]=[CH:16][C:5]2[CH2:6][CH2:7][N:8]([C:11]([O:13][CH2:14][CH3:15])=[O:12])[CH2:9][CH2:10][C:4]=2[CH:3]=1.S(=O)(=O)(O)[OH:19]. (6) Given the product [Br:21][CH2:12][C:6]1[C:5]([C:13]2[CH:18]=[C:17]([F:19])[CH:16]=[CH:15][C:14]=2[Cl:20])=[N:4][C:3]2[C:8](=[CH:9][CH:10]=[CH:11][C:2]=2[Cl:1])[N:7]=1, predict the reactants needed to synthesize it. The reactants are: [Cl:1][C:2]1[CH:11]=[CH:10][CH:9]=[C:8]2[C:3]=1[N:4]=[C:5]([C:13]1[CH:18]=[C:17]([F:19])[CH:16]=[CH:15][C:14]=1[Cl:20])[C:6]([CH3:12])=[N:7]2.[Br:21]N1C(C)(C)C(=O)N(Br)C1=O.C(Cl)(Cl)(Cl)Cl.C(OOC(=O)C1C=CC=CC=1)(=O)C1C=CC=CC=1. (7) Given the product [Cl:1][C:2]1[CH:7]=[CH:6][C:5]([C:8]([CH3:27])([C:13]([N:15]2[CH2:19][CH2:18][CH:17]([C:20]3[CH:25]=[CH:24][CH:23]=[C:22]([Cl:26])[CH:21]=3)[CH2:16]2)=[O:14])[CH2:9][C:10]([N:29]([CH3:30])[CH3:28])=[O:11])=[CH:4][CH:3]=1, predict the reactants needed to synthesize it. The reactants are: [Cl:1][C:2]1[CH:7]=[CH:6][C:5]([C:8]([CH3:27])([C:13]([N:15]2[CH2:19][CH2:18][CH:17]([C:20]3[CH:25]=[CH:24][CH:23]=[C:22]([Cl:26])[CH:21]=3)[CH2:16]2)=[O:14])[CH2:9][C:10](O)=[O:11])=[CH:4][CH:3]=1.[CH3:28][NH:29][CH3:30].F[P-](F)(F)(F)(F)F.N1(O[P+](N(C)C)(N(C)C)N(C)C)C2C=CC=CC=2N=N1.C(N(CC)C(C)C)(C)C.